Task: Predict which catalyst facilitates the given reaction.. Dataset: Catalyst prediction with 721,799 reactions and 888 catalyst types from USPTO (1) Reactant: [N:1]1([C:7]2[CH:12]=[CH:11][C:10]([NH2:13])=[C:9]([N+:14]([O-:16])=[O:15])[CH:8]=2)[CH2:6][CH2:5][O:4][CH2:3][CH2:2]1.Cl[C:18]1[N:23]=[CH:22][N:21]=[C:20]([N:24]([CH3:48])[C:25]([N:27]([C:36]2[C:41]([Cl:42])=[C:40]([O:43][CH3:44])[CH:39]=[C:38]([O:45][CH3:46])[C:37]=2[Cl:47])[CH2:28][O:29][CH2:30][CH2:31][Si:32]([CH3:35])([CH3:34])[CH3:33])=[O:26])[CH:19]=1.CC1(C)C2C(=C(P(C3C=CC=CC=3)C3C=CC=CC=3)C=CC=2)OC2C(P(C3C=CC=CC=3)C3C=CC=CC=3)=CC=CC1=2.C([O-])([O-])=O.[Cs+].[Cs+]. Product: [Cl:42][C:41]1[C:40]([O:43][CH3:44])=[CH:39][C:38]([O:45][CH3:46])=[C:37]([Cl:47])[C:36]=1[N:27]([CH2:28][O:29][CH2:30][CH2:31][Si:32]([CH3:35])([CH3:33])[CH3:34])[C:25]([N:24]([CH3:48])[C:20]1[CH:19]=[C:18]([NH:13][C:10]2[CH:11]=[CH:12][C:7]([N:1]3[CH2:6][CH2:5][O:4][CH2:3][CH2:2]3)=[CH:8][C:9]=2[N+:14]([O-:16])=[O:15])[N:23]=[CH:22][N:21]=1)=[O:26]. The catalyst class is: 101. (2) Reactant: [C:1]1([S:7]([N:10]2[C:18]3[C:13](=[CH:14][C:15]([NH2:19])=[CH:16][CH:17]=3)[CH:12]=[CH:11]2)(=[O:9])=[O:8])[CH:6]=[CH:5][CH:4]=[CH:3][CH:2]=1.[C:20](Cl)(=[O:26])/[CH:21]=[CH:22]/[C:23](Cl)=[O:24].Cl.[NH2:29][OH:30].C([O-])(O)=O.[Na+]. Product: [OH:30][NH:29][C:20](=[O:26])[CH:21]=[CH:22][C:23]([NH:19][C:15]1[CH:14]=[C:13]2[C:18](=[CH:17][CH:16]=1)[N:10]([S:7]([C:1]1[CH:2]=[CH:3][CH:4]=[CH:5][CH:6]=1)(=[O:8])=[O:9])[CH:11]=[CH:12]2)=[O:24]. The catalyst class is: 1. (3) Reactant: [CH3:1][O:2][C:3]1[CH:4]=[C:5]([S:9]([C:12]2[N:16]([C:17]3[CH:22]=[CH:21][CH:20]=[CH:19][C:18]=3[CH3:23])[N:15]=[C:14]([C:24](OCC)=[O:25])[CH:13]=2)(=[O:11])=[O:10])[CH:6]=[CH:7][CH:8]=1.[CH3:29][NH2:30].CO. Product: [CH3:1][O:2][C:3]1[CH:4]=[C:5]([S:9]([C:12]2[N:16]([C:17]3[CH:22]=[CH:21][CH:20]=[CH:19][C:18]=3[CH3:23])[N:15]=[C:14]([C:24]([NH:30][CH3:29])=[O:25])[CH:13]=2)(=[O:11])=[O:10])[CH:6]=[CH:7][CH:8]=1. The catalyst class is: 5. (4) Reactant: [CH3:1][C:2]1[N:6]([C@H:7]2[CH2:13][C@H:12]3[N:14]([CH2:15][CH2:16][C@H:17]([NH:24][C:25]([CH:27]4[CH2:32][CH2:31][C:30]([F:34])([F:33])[CH2:29][CH2:28]4)=[O:26])[C:18]4[CH:19]=[CH:20][CH:21]=[CH:22][CH:23]=4)[C@H:9]([CH2:10][CH2:11]3)[CH2:8]2)[C:5]([CH:35]([CH3:37])[CH3:36])=[N:4][N:3]=1.P([O-])([O-])([O-])=O.N.C1CCCCC1. Product: [CH:35]([C:5]1[N:6]([CH:7]2[CH2:13][CH:12]3[N:14]([CH2:15][CH2:16][C@H:17]([NH:24][C:25]([CH:27]4[CH2:28][CH2:29][C:30]([F:34])([F:33])[CH2:31][CH2:32]4)=[O:26])[C:18]4[CH:23]=[CH:22][CH:21]=[CH:20][CH:19]=4)[CH:9]([CH2:10][CH2:11]3)[CH2:8]2)[C:2]([CH3:1])=[N:3][N:4]=1)([CH3:36])[CH3:37]. The catalyst class is: 84. (5) Reactant: [C:1]([O:5][C:6]([N:8]1[CH2:12][CH:11]([C:13]#[N:14])[CH2:10][CH:9]1[C:15]1[NH:16][C:17]([C:20]2[CH:25]=[CH:24][C:23](Br)=[CH:22][CH:21]=2)=[CH:18][N:19]=1)=[O:7])([CH3:4])([CH3:3])[CH3:2].[B:27]1([B:27]2[O:31][C:30]([CH3:33])([CH3:32])[C:29]([CH3:35])([CH3:34])[O:28]2)[O:31][C:30]([CH3:33])([CH3:32])[C:29]([CH3:35])([CH3:34])[O:28]1.CC([O-])=O.[K+]. Product: [C:1]([O:5][C:6]([N:8]1[CH2:12][CH:11]([C:13]#[N:14])[CH2:10][CH:9]1[C:15]1[NH:16][C:17]([C:20]2[CH:25]=[CH:24][C:23]([B:27]3[O:31][C:30]([CH3:33])([CH3:32])[C:29]([CH3:35])([CH3:34])[O:28]3)=[CH:22][CH:21]=2)=[CH:18][N:19]=1)=[O:7])([CH3:4])([CH3:3])[CH3:2]. The catalyst class is: 75. (6) Reactant: [N:1]1([CH2:15][C:16]2[N:17]=[C:18]3[CH:23]=[CH:22][CH:21]=[C:20]([N:24]4[CH2:29][CH2:28][N:27]([CH2:30][CH2:31][NH:32]C(=O)OC(C)(C)C)[CH2:26][CH2:25]4)[N:19]3[CH:40]=2)[C@H:14]2[C@H:5]([CH2:6][CH2:7][C:8]3[C:13]2=[N:12][CH:11]=[CH:10][CH:9]=3)[CH2:4][CH2:3][CH2:2]1.FC(F)(F)C(O)=O. Product: [N:1]1([CH2:15][C:16]2[N:17]=[C:18]3[CH:23]=[CH:22][CH:21]=[C:20]([N:24]4[CH2:25][CH2:26][N:27]([CH2:30][CH2:31][NH2:32])[CH2:28][CH2:29]4)[N:19]3[CH:40]=2)[C@H:14]2[C@H:5]([CH2:6][CH2:7][C:8]3[C:13]2=[N:12][CH:11]=[CH:10][CH:9]=3)[CH2:4][CH2:3][CH2:2]1. The catalyst class is: 4. (7) Reactant: [N:1]1([CH2:7][CH2:8][N:9]2[C:17]3[C:12](=[C:13]([NH2:18])[CH:14]=[CH:15][CH:16]=3)[CH:11]=[N:10]2)[CH2:6][CH2:5][CH2:4][CH2:3][CH2:2]1.[C:19]([O:23][C:24]([NH:26][CH2:27][C:28](O)=[O:29])=[O:25])([CH3:22])([CH3:21])[CH3:20].Cl.C(N=C=NC(C)(C)CC)C.ON1C2C=CC=CC=2N=N1.CN1CCOCC1. Product: [O:29]=[C:28]([NH:18][C:13]1[CH:14]=[CH:15][CH:16]=[C:17]2[C:12]=1[CH:11]=[N:10][N:9]2[CH2:8][CH2:7][N:1]1[CH2:6][CH2:5][CH2:4][CH2:3][CH2:2]1)[CH2:27][NH:26][C:24](=[O:25])[O:23][C:19]([CH3:21])([CH3:20])[CH3:22]. The catalyst class is: 3.